This data is from Forward reaction prediction with 1.9M reactions from USPTO patents (1976-2016). The task is: Predict the product of the given reaction. (1) Given the reactants [Cl:1][C:2]1[CH:21]=[C:20]([F:22])[CH:19]=[CH:18][C:3]=1[CH2:4][N:5]1[C:9]([CH2:10][CH2:11][CH2:12][OH:13])=[CH:8][C:7]([O:14][CH:15]([CH3:17])[CH3:16])=[N:6]1.O[C:24]1[C:29]([CH2:30][C:31]([O:33][CH3:34])=[O:32])=[CH:28][CH:27]=[CH:26][N:25]=1.C(P(CCCC)CCCC)CCC.N(C(N1CCCCC1)=O)=NC(N1CCCCC1)=O, predict the reaction product. The product is: [Cl:1][C:2]1[CH:21]=[C:20]([F:22])[CH:19]=[CH:18][C:3]=1[CH2:4][N:5]1[C:9]([CH2:10][CH2:11][CH2:12][O:13][C:24]2[C:29]([CH2:30][C:31]([O:33][CH3:34])=[O:32])=[CH:28][CH:27]=[CH:26][N:25]=2)=[CH:8][C:7]([O:14][CH:15]([CH3:17])[CH3:16])=[N:6]1. (2) Given the reactants C[Mg]Br.[CH2:4]1COCC1.Cl[C:10]1[C:19]2[C:14](=[CH:15][C:16]([C:20]([F:23])([F:22])[F:21])=[CH:17][CH:18]=2)[N:13]=[C:12]([C:24]2[CH:29]=[CH:28][CH:27]=[CH:26][C:25]=2[S:30][CH2:31][CH3:32])[N:11]=1.CN1C(=O)CCC1, predict the reaction product. The product is: [CH2:31]([S:30][C:25]1[CH:26]=[CH:27][CH:28]=[CH:29][C:24]=1[C:12]1[N:11]=[C:10]([CH3:4])[C:19]2[C:14](=[CH:15][C:16]([C:20]([F:22])([F:21])[F:23])=[CH:17][CH:18]=2)[N:13]=1)[CH3:32]. (3) The product is: [NH2:14][C:9]1[CH:10]=[N:11][CH:12]=[CH:13][C:8]=1[N:5]1[CH2:6][CH2:7][CH:2]([F:1])[CH:3]([NH:17][C:18](=[O:24])[O:19][C:20]([CH3:22])([CH3:21])[CH3:23])[CH2:4]1. Given the reactants [F:1][CH:2]1[CH2:7][CH2:6][N:5]([C:8]2[CH:13]=[CH:12][N:11]=[CH:10][C:9]=2[N+:14]([O-])=O)[CH2:4][CH:3]1[NH:17][C:18](=[O:24])[O:19][C:20]([CH3:23])([CH3:22])[CH3:21], predict the reaction product. (4) Given the reactants [CH3:1][O:2][C:3](=[O:15])[C:4]1[CH:13]=[C:12]([OH:14])[CH:11]=[C:6]([C:7]([O:9][CH3:10])=[O:8])[CH:5]=1.Br[CH2:17][CH2:18][CH2:19][CH2:20][CH2:21][CH2:22][CH2:23][CH2:24][CH2:25][CH2:26][CH2:27][CH2:28][CH2:29][CH2:30][CH2:31][CH3:32].C([O-])([O-])=O.[K+].[K+], predict the reaction product. The product is: [CH3:10][O:9][C:7](=[O:8])[C:6]1[CH:11]=[C:12]([O:14][CH2:32][CH2:31][CH2:30][CH2:29][CH2:28][CH2:27][CH2:26][CH2:25][CH2:24][CH2:23][CH2:22][CH2:21][CH2:20][CH2:19][CH2:18][CH3:17])[CH:13]=[C:4]([C:3]([O:2][CH3:1])=[O:15])[CH:5]=1.